Dataset: Full USPTO retrosynthesis dataset with 1.9M reactions from patents (1976-2016). Task: Predict the reactants needed to synthesize the given product. (1) Given the product [CH2:1]([O:8][C:9]1[CH:13]=[C:12]([CH2:14][C:15]([O:22][CH3:21])=[O:18])[N:11]([CH3:17])[N:10]=1)[C:2]1[CH:7]=[CH:6][CH:5]=[CH:4][CH:3]=1, predict the reactants needed to synthesize it. The reactants are: [CH2:1]([O:8][C:9]1[CH:13]=[C:12]([CH2:14][C:15]#N)[N:11]([CH3:17])[N:10]=1)[C:2]1[CH:7]=[CH:6][CH:5]=[CH:4][CH:3]=1.[OH-:18].[Na+].Cl.[C:21](=O)([O-])[O-:22].[K+].[K+].CI.[Cl-].[NH4+]. (2) Given the product [CH2:10]([O:9][C:7]([N:6]1[CH2:5][CH2:4][C:3](=[O:17])[NH:25][CH2:29][C@H:28]1[CH3:30])=[O:8])[C:11]1[CH:12]=[CH:13][CH:14]=[CH:15][CH:16]=1, predict the reactants needed to synthesize it. The reactants are: CO[C:3](=[O:17])[CH2:4][CH2:5][NH:6][C:7]([O:9][CH2:10][C:11]1[CH:16]=[CH:15][CH:14]=[CH:13][CH:12]=1)=[O:8].C(OC([N:25]1[CH2:29][C@H:28]([CH3:30])OS1(=O)=O)=O)(C)(C)C. (3) Given the product [CH3:1][O:2][C:3](=[O:28])[C:4]1[CH:9]=[C:8]([O:10][CH3:11])[CH:7]=[CH:6][C:5]=1[NH:12][C:13]1[N:14]([C:21]2[CH:26]=[CH:25][CH:24]=[CH:23][C:22]=2[CH3:27])[N:15]=[C:16]([CH3:20])[C:17]=1[C:18](=[O:29])[NH2:19], predict the reactants needed to synthesize it. The reactants are: [CH3:1][O:2][C:3](=[O:28])[C:4]1[CH:9]=[C:8]([O:10][CH3:11])[CH:7]=[CH:6][C:5]=1[NH:12][C:13]1[N:14]([C:21]2[CH:26]=[CH:25][CH:24]=[CH:23][C:22]=2[CH3:27])[N:15]=[C:16]([CH3:20])[C:17]=1[C:18]#[N:19].[OH-:29].[NH4+]. (4) Given the product [CH:1]1([N:4]([CH2:39][C:40]2[CH:45]=[C:44]([CH2:46][CH2:47][CH2:48][O:49][CH3:50])[CH:43]=[C:42]([O:51][CH2:57][C:58]3([CH2:61][C:62]([O:64][CH3:65])=[O:63])[CH2:60][CH2:59]3)[CH:41]=2)[C:5]([C@@H:7]2[C@@H:12]([C:13]3[CH:14]=[CH:15][C:16]([O:19][CH2:20][CH2:21][O:22][C:23]4[C:28]([Cl:29])=[CH:27][C:26]([CH3:30])=[CH:25][C:24]=4[Cl:31])=[CH:17][CH:18]=3)[CH2:11][CH2:10][N:9]([C:32]([O:34][C:35]([CH3:38])([CH3:37])[CH3:36])=[O:33])[CH2:8]2)=[O:6])[CH2:3][CH2:2]1, predict the reactants needed to synthesize it. The reactants are: [CH:1]1([N:4]([CH2:39][C:40]2[CH:45]=[C:44]([CH2:46][CH2:47][CH2:48][O:49][CH3:50])[CH:43]=[C:42]([OH:51])[CH:41]=2)[C:5]([C@@H:7]2[C@@H:12]([C:13]3[CH:18]=[CH:17][C:16]([O:19][CH2:20][CH2:21][O:22][C:23]4[C:28]([Cl:29])=[CH:27][C:26]([CH3:30])=[CH:25][C:24]=4[Cl:31])=[CH:15][CH:14]=3)[CH2:11][CH2:10][N:9]([C:32]([O:34][C:35]([CH3:38])([CH3:37])[CH3:36])=[O:33])[CH2:8]2)=[O:6])[CH2:3][CH2:2]1.CS(O[CH2:57][C:58]1([CH2:61][C:62]([O:64][CH3:65])=[O:63])[CH2:60][CH2:59]1)(=O)=O.C(=O)([O-])[O-].[Cs+].[Cs+]. (5) Given the product [CH3:21][C:20]([C@@H:23]1[N:27]([C:28]([O:30][C:31]([CH3:34])([CH3:33])[CH3:32])=[O:29])[C@:26]([CH3:38])([C:35]([NH:55][NH:54][C:52]([C:51]2[CH:56]=[CH:57][C:48]([O:47][CH2:39][CH2:40][CH2:41][CH2:42][CH2:43][CH2:44][CH2:45][CH3:46])=[C:49]([C:58]([F:59])([F:61])[F:60])[CH:50]=2)=[O:53])=[O:37])[CH2:25][O:24]1)([CH3:22])[CH3:19], predict the reactants needed to synthesize it. The reactants are: CC(OC(N1[C@](C)(C(O)=O)COC1(C)C)=O)(C)C.[CH3:19][C:20]([C@@H:23]1[N:27]([C:28]([O:30][C:31]([CH3:34])([CH3:33])[CH3:32])=[O:29])[C@:26]([CH3:38])([C:35]([OH:37])=O)[CH2:25][O:24]1)([CH3:22])[CH3:21].[CH2:39]([O:47][C:48]1[CH:57]=[CH:56][C:51]([C:52]([NH:54][NH2:55])=[O:53])=[CH:50][C:49]=1[C:58]([F:61])([F:60])[F:59])[CH2:40][CH2:41][CH2:42][CH2:43][CH2:44][CH2:45][CH3:46].